The task is: Predict the reaction yield, written as a fraction of the theoretical maximum amount of product (1.0 means a 100% yield; for example, 0.34 means a 34% yield).. This data is from Reaction yield outcomes from USPTO patents with 853,638 reactions. (1) The reactants are [NH2:1][C:2]1[C:10]2[C:9](=[O:11])[N:8]([CH3:12])[CH2:7][C:6]=2[C:5]([C:13]#[N:14])=[CH:4][CH:3]=1.[N-:15]=[N+:16]=[N-:17].[Na+].[Cl-].[NH4+]. The catalyst is CN(C=O)C. The product is [NH2:1][C:2]1[CH:3]=[CH:4][C:5]([C:13]2[N:15]=[N:16][NH:17][N:14]=2)=[C:6]2[C:10]=1[C:9](=[O:11])[N:8]([CH3:12])[CH2:7]2. The yield is 0.390. (2) The reactants are [CH3:1][O:2][C:3](=[O:31])[CH2:4][CH2:5][CH2:6][C:7]1([C:25]2[CH:30]=[CH:29][CH:28]=[CH:27][CH:26]=2)[N:11]([C:12](=[O:17])[C:13]([CH3:16])([CH3:15])[CH3:14])[N:10]=[C:9]([NH:18]C(=O)C(C)(C)C)[S:8]1.[BH4-].[Na+]. No catalyst specified. The product is [CH3:1][O:2][C:3](=[O:31])[CH2:4][CH2:5][CH2:6][C:7]1([C:25]2[CH:26]=[CH:27][CH:28]=[CH:29][CH:30]=2)[N:11]([C:12](=[O:17])[C:13]([CH3:16])([CH3:15])[CH3:14])[N:10]=[C:9]([NH2:18])[S:8]1. The yield is 0.170. (3) The reactants are [CH:1]1([N:4]([CH:17]([C:19]2[CH:24]=[CH:23][CH:22]=[CH:21][C:20]=2I)[CH3:18])[C:5]([C:7]2[C:8]([CH:14]([F:16])[F:15])=[N:9][N:10]([CH3:13])[C:11]=2[F:12])=[O:6])[CH2:3][CH2:2]1.F[B-](F)(F)F.[C:40]([PH+]([C:40]([CH3:43])([CH3:42])[CH3:41])[C:40]([CH3:43])([CH3:42])[CH3:41])([CH3:43])([CH3:42])[CH3:41].O1C[CH2:47][CH2:46][CH2:45]1. The catalyst is C1C2C[CH-]C(C2)C1.[Zn+]Br.C1C=CC(/C=C/C(/C=C/C2C=CC=CC=2)=O)=CC=1.C1C=CC(/C=C/C(/C=C/C2C=CC=CC=2)=O)=CC=1.[Pd]. The product is [CH:40]12[CH2:41][CH:46]([CH2:47][CH2:42]1)[CH2:45][CH:43]2[C:20]1[CH:21]=[CH:22][CH:23]=[CH:24][C:19]=1[CH:17]([N:4]([CH:1]1[CH2:3][CH2:2]1)[C:5]([C:7]1[C:8]([CH:14]([F:16])[F:15])=[N:9][N:10]([CH3:13])[C:11]=1[F:12])=[O:6])[CH3:18]. The yield is 0.160. (4) The reactants are [NH3:1].[F:2][C:3]([F:15])([F:14])[C:4]1[CH:9]=[C:8](Cl)[C:7]([N+:11]([O-:13])=[O:12])=[CH:6][N:5]=1. The catalyst is C1COCC1. The product is [N+:11]([C:7]1[C:8]([NH2:1])=[CH:9][C:4]([C:3]([F:15])([F:14])[F:2])=[N:5][CH:6]=1)([O-:13])=[O:12]. The yield is 0.960. (5) The reactants are [CH2:1]([NH:3][C:4](=[O:15])[C:5]1[CH:10]=[CH:9][CH:8]=[CH:7][C:6]=1[Si:11]([CH3:14])([CH3:13])[CH3:12])[CH3:2].[N+:16]([O-])([OH:18])=[O:17].S(=O)(=O)(O)O. The catalyst is C(Cl)Cl. The product is [CH2:1]([NH:3][C:4](=[O:15])[C:5]1[CH:10]=[C:9]([N+:16]([O-:18])=[O:17])[CH:8]=[CH:7][C:6]=1[Si:11]([CH3:14])([CH3:13])[CH3:12])[CH3:2]. The yield is 0.600. (6) The catalyst is CC#N.CN(C=O)C. The product is [NH2:1][C:2]1[S:3][CH:4]=[C:5]([CH2:7][O:8]/[N:9]=[C:10](/[C:17]2[CH:22]=[CH:21][CH:20]=[CH:19][CH:18]=2)\[C:11]2[N:15]([CH3:23])[C:14](=[O:16])[O:13][N:12]=2)[N:6]=1. The yield is 0.610. The reactants are [NH2:1][C:2]1[S:3][CH:4]=[C:5]([CH2:7][O:8]/[N:9]=[C:10](/[C:17]2[CH:22]=[CH:21][CH:20]=[CH:19][CH:18]=2)\[C:11]2[NH:15][C:14](=[O:16])[O:13][N:12]=2)[N:6]=1.[C:23](=O)([O-])[O-].[K+].[K+].IC. (7) The reactants are [H-].[Na+].[CH2:3]([OH:10])[C:4]1[CH:9]=[CH:8][CH:7]=[CH:6][CH:5]=1.C(S([C:21]1[N:22]=[C:23]([NH:31][C:32]2([CH2:37][OH:38])[CH2:36][CH2:35][CH2:34][CH2:33]2)[C:24]2[S:29][C:28](=[O:30])[NH:27][C:25]=2[N:26]=1)(=O)=O)C1C=CC=CC=1. The catalyst is C1(C)C=CC=CC=1. The product is [CH2:3]([O:10][C:21]1[N:22]=[C:23]([NH:31][C:32]2([CH2:37][OH:38])[CH2:36][CH2:35][CH2:34][CH2:33]2)[C:24]2[S:29][C:28](=[O:30])[NH:27][C:25]=2[N:26]=1)[C:4]1[CH:9]=[CH:8][CH:7]=[CH:6][CH:5]=1. The yield is 0.160. (8) The reactants are [CH:1]1([CH2:6][CH:7]([C:11]2[CH:16]=[CH:15][C:14]([Cl:17])=[C:13]([Cl:18])[CH:12]=2)[C:8](O)=[O:9])[CH2:5][CH2:4][CH2:3][CH2:2]1.F[P-](F)(F)(F)(F)F.N1(OC(N(C)C)=[N+](C)C)C2C=CC=CC=2N=N1.C(N(CC)C(C)C)(C)C.[NH2:52][C:53]1[S:54][CH:55]=[N:56][N:57]=1. The catalyst is CN(C)C=O. The product is [CH:1]1([CH2:6][CH:7]([C:11]2[CH:16]=[CH:15][C:14]([Cl:17])=[C:13]([Cl:18])[CH:12]=2)[C:8]([NH:52][C:53]2[S:54][CH:55]=[N:56][N:57]=2)=[O:9])[CH2:5][CH2:4][CH2:3][CH2:2]1. The yield is 0.770.